From a dataset of Full USPTO retrosynthesis dataset with 1.9M reactions from patents (1976-2016). Predict the reactants needed to synthesize the given product. (1) Given the product [NH2:1][C:2]1[O:6][C:5]([C:7]2[CH:8]=[C:9]([OH:14])[CH:10]=[C:11]([B:15]3[O:19][C:18]([CH3:21])([CH3:20])[C:17]([CH3:23])([CH3:22])[O:16]3)[CH:12]=2)=[N:4][N:3]=1, predict the reactants needed to synthesize it. The reactants are: [NH2:1][C:2]1[O:6][C:5]([C:7]2[CH:8]=[C:9]([OH:14])[CH:10]=[C:11](Br)[CH:12]=2)=[N:4][N:3]=1.[B:15]1([B:15]2[O:19][C:18]([CH3:21])([CH3:20])[C:17]([CH3:23])([CH3:22])[O:16]2)[O:19][C:18]([CH3:21])([CH3:20])[C:17]([CH3:23])([CH3:22])[O:16]1.C([O-])(=O)C.[K+]. (2) Given the product [NH2:40][C:43]1[CH:74]=[CH:73][C:46]([O:47][CH2:48][CH2:49][CH2:50][CH2:51][Si:52]([CH3:72])([CH3:71])[O:53][Si:54]([CH2:57][CH2:58][CH2:59][CH2:60][O:61][C:62]2[CH:63]=[CH:64][C:65]([NH2:68])=[CH:66][CH:67]=2)([CH3:55])[CH3:56])=[CH:45][CH:44]=1, predict the reactants needed to synthesize it. The reactants are: NC1C=CC(OCCCC[Si](C)(C)O[Si](C)(C)O[Si](C)(C)O[Si](CCCCOC2C=CC(N)=CC=2)(C)C)=CC=1.[N+:40]([C:43]1[CH:74]=[CH:73][C:46]([O:47][CH2:48][CH2:49][CH2:50][CH2:51][Si:52]([CH3:72])([CH3:71])[O:53][Si:54]([CH2:57][CH2:58][CH2:59][CH2:60][O:61][C:62]2[CH:67]=[CH:66][C:65]([N+:68]([O-])=O)=[CH:64][CH:63]=2)([CH3:56])[CH3:55])=[CH:45][CH:44]=1)([O-])=O.